From a dataset of Full USPTO retrosynthesis dataset with 1.9M reactions from patents (1976-2016). Predict the reactants needed to synthesize the given product. (1) Given the product [NH2:14][C:4]1[CH:5]=[C:6]2[C:11](=[CH:12][C:3]=1[C:16]#[N:18])[C:10](=[O:13])[NH:9][CH:8]=[CH:7]2, predict the reactants needed to synthesize it. The reactants are: Cl.Br[C:3]1[CH:12]=[C:11]2[C:6]([CH:7]=[CH:8][NH:9][C:10]2=[O:13])=[CH:5][C:4]=1[NH2:14].C[C:16]([N:18](C)C)=O. (2) Given the product [CH3:29][C:23]1[CH:24]=[CH:25][CH:26]=[C:27]([CH3:28])[C:22]=1[C:18]1[C:16]2[CH2:17][CH:13]([CH2:12][N:30]=[N+:31]=[N-:32])[O:14][C:15]=2[CH:21]=[CH:20][CH:19]=1, predict the reactants needed to synthesize it. The reactants are: CC1C=CC(S(O[CH2:12][CH:13]2[CH2:17][C:16]3[C:18]([C:22]4[C:27]([CH3:28])=[CH:26][CH:25]=[CH:24][C:23]=4[CH3:29])=[CH:19][CH:20]=[CH:21][C:15]=3[O:14]2)(=O)=O)=CC=1.[N-:30]=[N+:31]=[N-:32].[Na+]. (3) The reactants are: [CH3:1][C:2]1[N:29]=[C:5]2[NH:6][C:7](=[O:28])[C:8]([CH2:13][C:14]3[CH:19]=[CH:18][C:17]([C:20]4[C:21]([C:26]#[N:27])=[CH:22][CH:23]=[CH:24][CH:25]=4)=[CH:16][CH:15]=3)=[C:9]([CH2:10][CH2:11][CH3:12])[N:4]2[N:3]=1.[CH2:30]([C:32]1[N:37]=[CH:36][C:35]([CH2:38]O)=[CH:34][CH:33]=1)[CH3:31].C(P(CCCC)CCCC)CCC.N(C(N1CCCCC1)=O)=NC(N1CCCCC1)=O. Given the product [CH2:30]([C:32]1[N:37]=[CH:36][C:35]([CH2:38][N:6]2[C:7](=[O:28])[C:8]([CH2:13][C:14]3[CH:19]=[CH:18][C:17]([C:20]4[C:21]([C:26]#[N:27])=[CH:22][CH:23]=[CH:24][CH:25]=4)=[CH:16][CH:15]=3)=[C:9]([CH2:10][CH2:11][CH3:12])[N:4]3[N:3]=[C:2]([CH3:1])[N:29]=[C:5]23)=[CH:34][CH:33]=1)[CH3:31], predict the reactants needed to synthesize it. (4) Given the product [Br:8][C:5]1[CH:6]=[CH:7][C:2]([NH:10][CH3:9])=[N:3][CH:4]=1, predict the reactants needed to synthesize it. The reactants are: Br[C:2]1[CH:7]=[CH:6][C:5]([Br:8])=[CH:4][N:3]=1.[CH3:9][NH2:10]. (5) Given the product [N+:7]([C:10]1[CH:11]=[C:12]([S:16]([NH:6][CH2:1][C:2]([CH3:5])([CH3:4])[CH3:3])(=[O:18])=[O:17])[CH:13]=[CH:14][CH:15]=1)([O-:9])=[O:8], predict the reactants needed to synthesize it. The reactants are: [CH2:1]([NH2:6])[C:2]([CH3:5])([CH3:4])[CH3:3].[N+:7]([C:10]1[CH:11]=[C:12]([S:16](Cl)(=[O:18])=[O:17])[CH:13]=[CH:14][CH:15]=1)([O-:9])=[O:8].C(N(CC)CC)C.O.